Dataset: Full USPTO retrosynthesis dataset with 1.9M reactions from patents (1976-2016). Task: Predict the reactants needed to synthesize the given product. (1) Given the product [N:32]([C@H:6]1[CH2:10][CH2:9][N:8]([CH2:11][C@@H:12]([N:19]([CH3:31])[C:20](=[O:30])[CH2:21][C:22]2[CH:27]=[CH:26][C:25]([Cl:28])=[C:24]([Cl:29])[CH:23]=2)[C:13]2[CH:18]=[CH:17][CH:16]=[CH:15][CH:14]=2)[CH2:7]1)=[N+:33]=[N-:34], predict the reactants needed to synthesize it. The reactants are: CS(O[C@@H:6]1[CH2:10][CH2:9][N:8]([CH2:11][C@@H:12]([N:19]([CH3:31])[C:20](=[O:30])[CH2:21][C:22]2[CH:27]=[CH:26][C:25]([Cl:28])=[C:24]([Cl:29])[CH:23]=2)[C:13]2[CH:18]=[CH:17][CH:16]=[CH:15][CH:14]=2)[CH2:7]1)(=O)=O.[N-:32]=[N+:33]=[N-:34].[Na+]. (2) Given the product [Cl:9][C:10]1[CH:11]=[C:12]2[C:16](=[CH:17][CH:18]=1)[NH:15][CH:14]=[C:13]2[CH2:19][CH2:20][NH:21][C:23](=[O:29])[C:24]([OH:26])=[O:25], predict the reactants needed to synthesize it. The reactants are: C(N(CC)CC)C.Cl.[Cl:9][C:10]1[CH:11]=[C:12]2[C:16](=[CH:17][CH:18]=1)[NH:15][CH:14]=[C:13]2[CH2:19][CH2:20][NH2:21].Cl[C:23](=[O:29])[C:24]([O:26]CC)=[O:25].[OH-].[Na+].Cl. (3) Given the product [C:7]([C:11]1[CH:19]=[CH:18][C:14]([C:15]([OH:17])=[O:16])=[C:13]([O:36][C:33]2[CH:32]=[CH:31][C:30]([O:29][CH2:22][C:23]3[CH:24]=[CH:25][CH:26]=[CH:27][CH:28]=3)=[CH:35][CH:34]=2)[C:12]=1[Br:21])([CH3:10])([CH3:9])[CH3:8], predict the reactants needed to synthesize it. The reactants are: C(=O)([O-])[O-].[K+].[K+].[C:7]([C:11]1[CH:19]=[CH:18][C:14]([C:15]([OH:17])=[O:16])=[C:13](F)[C:12]=1[Br:21])([CH3:10])([CH3:9])[CH3:8].[CH2:22]([O:29][C:30]1[CH:35]=[CH:34][C:33]([OH:36])=[CH:32][CH:31]=1)[C:23]1[CH:28]=[CH:27][CH:26]=[CH:25][CH:24]=1.C(OCC)(=O)C. (4) Given the product [OH:17][C@H:3]([C:2]1[S:25][CH:27]=[C:28]([CH3:29])[N:1]=1)[C@@H:4]([NH:6][C:7](=[O:16])[O:8][CH2:9][C:10]1[CH:11]=[CH:12][CH:13]=[CH:14][CH:15]=1)[CH3:5], predict the reactants needed to synthesize it. The reactants are: [NH2:1][C:2](=[S:25])[C@@H:3]([O:17][Si](C(C)(C)C)(C)C)[C@@H:4]([NH:6][C:7](=[O:16])[O:8][CH2:9][C:10]1[CH:15]=[CH:14][CH:13]=[CH:12][CH:11]=1)[CH3:5].Cl[CH2:27][C:28](=O)[CH3:29]. (5) Given the product [NH2:9][C:7]1[CH:6]=[CH:5][C:4]([C:12]([N:14]2[CH2:19][CH2:18][N:17]([CH:20]3[CH2:23][O:22][CH2:21]3)[CH2:16][CH2:15]2)=[O:13])=[C:3]([O:2][CH3:1])[CH:8]=1, predict the reactants needed to synthesize it. The reactants are: [CH3:1][O:2][C:3]1[CH:8]=[C:7]([N+:9]([O-])=O)[CH:6]=[CH:5][C:4]=1[C:12]([N:14]1[CH2:19][CH2:18][N:17]([CH:20]2[CH2:23][O:22][CH2:21]2)[CH2:16][CH2:15]1)=[O:13]. (6) The reactants are: C(O)(C(F)(F)F)=O.C(=O)(OC(C)(C)C)[O:9][C:10]1[C:38]2[C:37](=[O:39])[C:36]3[C@H:16]([CH2:17][C@@H:18]4[C@:34]([O:41][Si](C(C)(C)C)(C)C)([C:35]=3[OH:40])[C:33](=[O:49])[C:21]3[C:22]([O:25][CH2:26][C:27]5[CH:32]=[CH:31][CH:30]=[CH:29][CH:28]=5)=[N:23][O:24][C:20]=3[C@H:19]4[N:50]([CH3:52])[CH3:51])[CH2:15][C:14]=2[C:13]([O:53][CH3:54])=[CH:12][CH:11]=1.OP([O-])([O-])=O.[K+].[K+]. Given the product [CH2:26]([O:25][C:22]1[C:21]2[C:33](=[O:49])[C@:34]3([OH:41])[C@H:18]([C@H:19]([N:50]([CH3:51])[CH3:52])[C:20]=2[O:24][N:23]=1)[CH2:17][C@H:16]1[C:36]([C:37](=[O:39])[C:38]2[C:10]([OH:9])=[CH:11][CH:12]=[C:13]([O:53][CH3:54])[C:14]=2[CH2:15]1)=[C:35]3[OH:40])[C:27]1[CH:28]=[CH:29][CH:30]=[CH:31][CH:32]=1, predict the reactants needed to synthesize it. (7) Given the product [CH2:23]([N:15]1[CH2:14][CH2:13][N:12]([C:16]([O:18][C:19]([CH3:22])([CH3:21])[CH3:20])=[O:17])[CH2:11][CH:10]1[CH2:9][OH:8])[C:24]1[CH:29]=[CH:28][CH:27]=[CH:26][CH:25]=1, predict the reactants needed to synthesize it. The reactants are: C(N(CC)CC)C.[OH:8][CH2:9][CH:10]1[NH:15][CH2:14][CH2:13][N:12]([C:16]([O:18][C:19]([CH3:22])([CH3:21])[CH3:20])=[O:17])[CH2:11]1.[CH2:23](Br)[C:24]1[CH:29]=[CH:28][CH:27]=[CH:26][CH:25]=1. (8) Given the product [F:34][C:35]([F:43])([C:36]1[C:13]2=[CH:14][NH:15][C:16]3[CH:17]=[CH:18][CH:19]=[C:11]([C:12]=32)[C:10](=[O:20])[NH:9][N:8]=1)[C:39]([F:42])([F:41])[F:40], predict the reactants needed to synthesize it. The reactants are: C1(C2[C:13]3=[CH:14][NH:15][C:16]4[CH:17]=[CH:18][CH:19]=[C:11]([C:12]=43)[C:10](=[O:20])[NH:9][N:8]=2)C=CC=CC=1.N1C2C=CC=C(C(OC)=O)C=2C=C1.[F:34][C:35]([F:43])([C:39]([F:42])([F:41])[F:40])[C:36](Cl)=O.[Cl-].[Al+3].[Cl-].[Cl-].O.NN. (9) Given the product [Cl:16][C:15]1([Cl:18])[CH2:10][CH:9]1[C:8]1[CH:7]=[CH:6][CH:5]=[C:4]([CH3:11])[C:3]=1[O:2][CH3:1], predict the reactants needed to synthesize it. The reactants are: [CH3:1][O:2][C:3]1[C:8]([CH:9]=[CH2:10])=[CH:7][CH:6]=[CH:5][C:4]=1[CH3:11].[OH-].[Na+].O.[CH:15]([Cl:18])(Cl)[Cl:16].